Dataset: Forward reaction prediction with 1.9M reactions from USPTO patents (1976-2016). Task: Predict the product of the given reaction. (1) The product is: [CH2:17]([O:10][C:9](=[O:11])[CH2:8][C:4]1[CH:5]=[CH:6][CH:7]=[C:2]([Cl:1])[CH:3]=1)[CH3:18]. Given the reactants [Cl:1][C:2]1[CH:3]=[C:4]([CH2:8][C:9]([OH:11])=[O:10])[CH:5]=[CH:6][CH:7]=1.S(=O)(=O)(O)O.[CH2:17](O)[CH3:18], predict the reaction product. (2) Given the reactants [CH2:1]([C:3]1[O:7][C:6]([C:8]2[CH:13]=[CH:12][C:11]([CH2:14][OH:15])=[CH:10][CH:9]=2)=[N:5][N:4]=1)[CH3:2].[Cr](Cl)([O-])(=O)=O.[NH+]1C=CC=CC=1, predict the reaction product. The product is: [CH2:1]([C:3]1[O:7][C:6]([C:8]2[CH:13]=[CH:12][C:11]([CH:14]=[O:15])=[CH:10][CH:9]=2)=[N:5][N:4]=1)[CH3:2]. (3) Given the reactants [CH2:1]([C:3]1[C:12]2[C:7](=[CH:8][C:9]([O:15][CH3:16])=[C:10]([O:13][CH3:14])[CH:11]=2)[CH:6]=[C:5]([OH:17])[N:4]=1)[CH3:2].[OH-].[K+].Br[CH2:21][C:22]1[CH:31]=[CH:30][C:29]2[C:24](=[CH:25][CH:26]=[CH:27][CH:28]=2)[CH:23]=1, predict the reaction product. The product is: [CH2:1]([C:3]1[C:12]2[C:7](=[CH:8][C:9]([O:15][CH3:16])=[C:10]([O:13][CH3:14])[CH:11]=2)[C:6]([CH2:21][C:22]2[CH:31]=[CH:30][C:29]3[C:24](=[CH:25][CH:26]=[CH:27][CH:28]=3)[CH:23]=2)=[C:5]([OH:17])[N:4]=1)[CH3:2]. (4) Given the reactants [CH:1]([C:3]1[CH:17]=[CH:16][C:6]([O:7][C:8]([CH3:15])([CH3:14])[C:9]([O:11][CH2:12][CH3:13])=[O:10])=[C:5]([CH3:18])[CH:4]=1)=O.[CH2:19]([NH2:23])[CH2:20][CH2:21][CH3:22].C(O[BH-](OC(=O)C)OC(=O)C)(=O)C.[Na+], predict the reaction product. The product is: [CH2:19]([NH:23][CH2:1][C:3]1[CH:17]=[CH:16][C:6]([O:7][C:8]([CH3:15])([CH3:14])[C:9]([O:11][CH2:12][CH3:13])=[O:10])=[C:5]([CH3:18])[CH:4]=1)[CH2:20][CH2:21][CH3:22]. (5) The product is: [O:23]1[CH2:24][CH2:25][CH2:26][CH2:27][CH:22]1[O:21][NH:20][C:18](=[O:19])/[CH:17]=[CH:16]/[C:13]1[CH:14]=[CH:15][N:11]([S:8]([C:5]2[CH:6]=[CH:7][C:2]([C:33]#[C:32][Si:29]([CH3:31])([CH3:30])[CH3:28])=[CH:3][CH:4]=2)(=[O:10])=[O:9])[CH:12]=1. Given the reactants I[C:2]1[CH:7]=[CH:6][C:5]([S:8]([N:11]2[CH:15]=[CH:14][C:13](/[CH:16]=[CH:17]/[C:18]([NH:20][O:21][CH:22]3[CH2:27][CH2:26][CH2:25][CH2:24][O:23]3)=[O:19])=[CH:12]2)(=[O:10])=[O:9])=[CH:4][CH:3]=1.[CH3:28][Si:29]([C:32]#[CH:33])([CH3:31])[CH3:30].C(N(CC)CC)C.C1COCC1, predict the reaction product.